The task is: Binary Classification. Given a drug SMILES string, predict its activity (active/inactive) in a high-throughput screening assay against a specified biological target.. This data is from Cav3 T-type calcium channel HTS with 100,875 compounds. The compound is s1c(C2=NN(C(C2)c2ccc(F)cc2)C(=O)c2occc2)ccc1. The result is 0 (inactive).